This data is from NCI-60 drug combinations with 297,098 pairs across 59 cell lines. The task is: Regression. Given two drug SMILES strings and cell line genomic features, predict the synergy score measuring deviation from expected non-interaction effect. Drug 1: C1=NC2=C(N1)C(=S)N=C(N2)N. Drug 2: C1=CC(=CC=C1C#N)C(C2=CC=C(C=C2)C#N)N3C=NC=N3. Cell line: HT29. Synergy scores: CSS=31.1, Synergy_ZIP=-0.582, Synergy_Bliss=-0.468, Synergy_Loewe=-23.5, Synergy_HSA=-2.75.